This data is from Forward reaction prediction with 1.9M reactions from USPTO patents (1976-2016). The task is: Predict the product of the given reaction. (1) Given the reactants [F:1][C:2]1[CH:7]=[C:6]([CH3:8])[CH:5]=[CH:4][C:3]=1[C:9]1[CH:14]=[C:13]([CH:15]=[CH2:16])[CH:12]=[C:11]([C:17]([OH:19])=O)[CH:10]=1.C(C1N[CH:29]=[CH:30][N:31]=1)(C1NC=CN=1)=O.[CH2:32]1COCC1, predict the reaction product. The product is: [F:1][C:2]1[CH:7]=[C:6]([CH3:8])[CH:5]=[CH:4][C:3]=1[C:9]1[CH:14]=[C:13]([CH:15]=[CH2:16])[CH:12]=[C:11]([C:17]([NH:31][CH:30]([CH3:32])[CH3:29])=[O:19])[CH:10]=1. (2) Given the reactants [N+:1]([C:4]1[CH:12]=[CH:11][CH:10]=[CH:9][C:5]=1[C:6]([NH2:8])=O)([O-:3])=[O:2].COC1C=CC(P2(SP(C3C=CC(OC)=CC=3)(=S)S2)=[S:22])=CC=1, predict the reaction product. The product is: [N+:1]([C:4]1[CH:12]=[CH:11][CH:10]=[CH:9][C:5]=1[C:6](=[S:22])[NH2:8])([O-:3])=[O:2].